This data is from Peptide-MHC class I binding affinity with 185,985 pairs from IEDB/IMGT. The task is: Regression. Given a peptide amino acid sequence and an MHC pseudo amino acid sequence, predict their binding affinity value. This is MHC class I binding data. (1) The peptide sequence is VLFSIFYKDY. The MHC is HLA-A11:01 with pseudo-sequence HLA-A11:01. The binding affinity (normalized) is 0.364. (2) The peptide sequence is VMCIQMKYV. The MHC is HLA-B15:01 with pseudo-sequence HLA-B15:01. The binding affinity (normalized) is 0.0847. (3) The peptide sequence is RPVGISSMV. The MHC is HLA-B46:01 with pseudo-sequence HLA-B46:01. The binding affinity (normalized) is 0.0847. (4) The peptide sequence is VLTSEEVVLK. The MHC is HLA-A03:01 with pseudo-sequence HLA-A03:01. The binding affinity (normalized) is 0.176.